Dataset: NCI-60 drug combinations with 297,098 pairs across 59 cell lines. Task: Regression. Given two drug SMILES strings and cell line genomic features, predict the synergy score measuring deviation from expected non-interaction effect. (1) Drug 1: CC12CCC(CC1=CCC3C2CCC4(C3CC=C4C5=CN=CC=C5)C)O. Drug 2: C1=NC(=NC(=O)N1C2C(C(C(O2)CO)O)O)N. Cell line: SK-MEL-2. Synergy scores: CSS=8.89, Synergy_ZIP=-2.66, Synergy_Bliss=2.89, Synergy_Loewe=-10.1, Synergy_HSA=0.274. (2) Drug 1: CC12CCC(CC1=CCC3C2CCC4(C3CC=C4C5=CN=CC=C5)C)O. Drug 2: N.N.Cl[Pt+2]Cl. Cell line: BT-549. Synergy scores: CSS=0.706, Synergy_ZIP=1.07, Synergy_Bliss=3.83, Synergy_Loewe=2.11, Synergy_HSA=2.79. (3) Drug 1: CCCS(=O)(=O)NC1=C(C(=C(C=C1)F)C(=O)C2=CNC3=C2C=C(C=N3)C4=CC=C(C=C4)Cl)F. Drug 2: C1=NNC2=C1C(=O)NC=N2. Cell line: OVCAR3. Synergy scores: CSS=2.17, Synergy_ZIP=-0.846, Synergy_Bliss=0.975, Synergy_Loewe=-1.50, Synergy_HSA=-1.12. (4) Cell line: RXF 393. Synergy scores: CSS=-0.920, Synergy_ZIP=-1.96, Synergy_Bliss=-7.43, Synergy_Loewe=-43.7, Synergy_HSA=-10.4. Drug 1: CN(C)C1=NC(=NC(=N1)N(C)C)N(C)C. Drug 2: C1CCC(C(C1)N)N.C(=O)(C(=O)[O-])[O-].[Pt+4]. (5) Drug 1: C1CCC(C1)C(CC#N)N2C=C(C=N2)C3=C4C=CNC4=NC=N3. Drug 2: CN(C(=O)NC(C=O)C(C(C(CO)O)O)O)N=O. Cell line: SK-MEL-2. Synergy scores: CSS=-9.03, Synergy_ZIP=0.969, Synergy_Bliss=-13.0, Synergy_Loewe=-16.5, Synergy_HSA=-18.7. (6) Drug 1: C1=CC(=CC=C1C#N)C(C2=CC=C(C=C2)C#N)N3C=NC=N3. Drug 2: CCC(=C(C1=CC=CC=C1)C2=CC=C(C=C2)OCCN(C)C)C3=CC=CC=C3.C(C(=O)O)C(CC(=O)O)(C(=O)O)O. Cell line: M14. Synergy scores: CSS=12.1, Synergy_ZIP=5.74, Synergy_Bliss=1.41, Synergy_Loewe=3.33, Synergy_HSA=-3.70. (7) Drug 1: C1=C(C(=O)NC(=O)N1)N(CCCl)CCCl. Drug 2: CCCS(=O)(=O)NC1=C(C(=C(C=C1)F)C(=O)C2=CNC3=C2C=C(C=N3)C4=CC=C(C=C4)Cl)F. Cell line: M14. Synergy scores: CSS=34.8, Synergy_ZIP=-6.78, Synergy_Bliss=-7.35, Synergy_Loewe=-10.9, Synergy_HSA=-4.41.